This data is from Catalyst prediction with 721,799 reactions and 888 catalyst types from USPTO. The task is: Predict which catalyst facilitates the given reaction. (1) Reactant: [N:1]([CH:4]([C:6]1[C:11]([C:12]2[CH:17]=[CH:16][CH:15]=[CH:14][CH:13]=2)=[N:10][N:9]([CH:18]([CH3:20])[CH3:19])[C:8](=[O:21])[CH:7]=1)[CH3:5])=[N+]=[N-]. Product: [NH2:1][CH:4]([C:6]1[C:11]([C:12]2[CH:17]=[CH:16][CH:15]=[CH:14][CH:13]=2)=[N:10][N:9]([CH:18]([CH3:20])[CH3:19])[C:8](=[O:21])[CH:7]=1)[CH3:5]. The catalyst class is: 6. (2) Reactant: [N+](C1C=CC(C([O:10][C@@H:11]2[CH2:28][N:14]3[C:15](=[O:27])[CH2:16][CH2:17][N:18]([C:20]([O:22][C:23]([CH3:26])([CH3:25])[CH3:24])=[O:21])[CH2:19][C@H:13]3[CH2:12]2)=O)=CC=1)([O-])=O.C(=O)([O-])[O-].[K+].[K+].ClCCl. Product: [OH:10][C@@H:11]1[CH2:28][N:14]2[C:15](=[O:27])[CH2:16][CH2:17][N:18]([C:20]([O:22][C:23]([CH3:24])([CH3:25])[CH3:26])=[O:21])[CH2:19][C@H:13]2[CH2:12]1. The catalyst class is: 5. (3) Reactant: C(OC(=O)[NH:7][C:8]1[CH:13]=[C:12](OCC(F)(F)F)[C:11](C(F)(F)F)=[CH:10][C:9]=1[NH:24][C:25](=[O:45])[CH2:26][C:27]([C:29]1[CH:34]=[CH:33][CH:32]=[C:31]([C:35]2[CH:40]=[C:39]([CH3:41])[N:38]=[C:37]([CH:42]3[CH2:44][CH2:43]3)[CH:36]=2)[CH:30]=1)=O)(C)(C)C.[C:47](O)([C:49]([F:52])([F:51])[F:50])=[O:48]. Product: [CH:42]1([C:37]2[CH:36]=[C:35]([C:31]3[CH:30]=[C:29]([C:27]4[CH2:26][C:25](=[O:45])[NH:24][C:9]5[CH:10]=[C:11]([C:49]([F:52])([F:51])[F:50])[C:12]([O:48][CH2:47][C:49]([F:52])([F:51])[F:50])=[CH:13][C:8]=5[N:7]=4)[CH:34]=[CH:33][CH:32]=3)[CH:40]=[C:39]([CH3:41])[N:38]=2)[CH2:43][CH2:44]1. The catalyst class is: 2. (4) The catalyst class is: 59. Product: [OH:27][CH2:26][C@@H:8]([NH:7][C:28](=[O:30])[CH3:29])[CH2:9][C:10]1[CH:11]=[C:12]([I:25])[C:13]([O:14][C:15]2[CH:16]=[CH:17][C:18]([OH:21])=[CH:19][CH:20]=2)=[C:22]([I:24])[CH:23]=1. Reactant: N1C=CC=CC=1.[NH2:7][C@H:8]([CH2:26][OH:27])[CH2:9][C:10]1[CH:23]=[C:22]([I:24])[C:13]([O:14][C:15]2[CH:20]=[CH:19][C:18]([OH:21])=[CH:17][CH:16]=2)=[C:12]([I:25])[CH:11]=1.[C:28](OC(=O)C)(=[O:30])[CH3:29].Cl.